Dataset: Forward reaction prediction with 1.9M reactions from USPTO patents (1976-2016). Task: Predict the product of the given reaction. (1) Given the reactants [CH3:1][O:2][C:3]1[CH:4]=[C:5]([CH:8]=[CH:9][C:10]=1[O:11][CH3:12])[CH:6]=O.[N+:13]([CH2:16][CH2:17][CH3:18])([O-:15])=[O:14].Cl.CNC.[F-].[K+], predict the reaction product. The product is: [CH3:12][O:11][C:10]1[CH:9]=[CH:8][C:5]([CH:6]=[C:16]([N+:13]([O-:15])=[O:14])[CH2:17][CH3:18])=[CH:4][C:3]=1[O:2][CH3:1]. (2) Given the reactants [CH3:1][CH:2]1[S:6][C:5]([NH:7][C@H:8]([C:10]2[CH:15]=[CH:14][C:13]([F:16])=[CH:12][CH:11]=2)[CH3:9])=[N:4][C:3]1=[O:17].Br[C:19]1[CH:24]=[CH:23][C:22]([C:25]2([C:28]#[N:29])[CH2:27][CH2:26]2)=[CH:21][CH:20]=1.CC1(C2C=CC(C#N)=CC=2)SC(N[C@H](C2C=CC=CC=2C(F)(F)F)C)=NC1=O, predict the reaction product. The product is: [F:16][C:13]1[CH:14]=[CH:15][C:10]([C@@H:8]([NH:7][C:5]2[S:6][C:2]([C:19]3[CH:24]=[CH:23][C:22]([C:25]4([C:28]#[N:29])[CH2:26][CH2:27]4)=[CH:21][CH:20]=3)([CH3:1])[C:3](=[O:17])[N:4]=2)[CH3:9])=[CH:11][CH:12]=1. (3) Given the reactants C[O:2][C:3]1[CH:8]([CH2:9][CH2:10][CH:11]([CH3:13])[CH3:12])[C:7]([O:14]C)=[CH:6][CH2:5][CH:4]=1.Cl, predict the reaction product. The product is: [CH3:12][CH:11]([CH3:13])[CH2:10][CH2:9][CH:8]1[C:7](=[O:14])[CH2:6][CH2:5][CH2:4][C:3]1=[O:2]. (4) Given the reactants [CH2:1]([C@H:8]1[CH2:12][O:11][C:10](=[O:13])[N:9]1[C:14](=[O:46])[C@@H:15]([CH3:45])[CH2:16][CH2:17][CH2:18][N:19]([C:24]1[N:29]=[C:28]2[O:30][C:31]([C:37]3[CH:42]=[CH:41][C:40]([CH3:43])=[CH:39][CH:38]=3)=[C:32]([C:33]([NH:35][CH3:36])=[O:34])[C:27]2=[CH:26][C:25]=1I)[S:20]([CH3:23])(=[O:22])=[O:21])[C:2]1[CH:7]=[CH:6][CH:5]=[CH:4][CH:3]=1.CO[C:49]1C=CC=C(OC)[C:54]=1[C:55]1C=CC=CC=1P(C1CCCCC1)C1CCCCC1.C(=O)([O-])[O-].[Na+].[Na+].C1(B(O)O)CC1, predict the reaction product. The product is: [CH2:1]([C@H:8]1[CH2:12][O:11][C:10](=[O:13])[N:9]1[C:14](=[O:46])[C@@H:15]([CH3:45])[CH2:16][CH2:17][CH2:18][N:19]([C:24]1[N:29]=[C:28]2[O:30][C:31]([C:37]3[CH:42]=[CH:41][C:40]([CH3:43])=[CH:39][CH:38]=3)=[C:32]([C:33]([NH:35][CH3:36])=[O:34])[C:27]2=[CH:26][C:25]=1[CH:55]1[CH2:54][CH2:49]1)[S:20]([CH3:23])(=[O:22])=[O:21])[C:2]1[CH:7]=[CH:6][CH:5]=[CH:4][CH:3]=1. (5) Given the reactants [OH:1][CH2:2][CH:3]1[O:7][N:6]=[C:5]([C:8]2[N:13]=[CH:12][C:11]([C:14]3[CH:19]=[CH:18][C:17]([N:20]4[CH2:24][C@H:23]([CH2:25][N:26]5[CH:30]=[CH:29][N:28]=[N:27]5)[O:22][C:21]4=[O:31])=[CH:16][C:15]=3[F:32])=[CH:10][CH:9]=2)[CH2:4]1.C(N(CC)CC)C.Cl[C:41](=[O:48])[CH2:42][CH2:43][C:44]([O:46][CH3:47])=[O:45], predict the reaction product. The product is: [C:41]([O:1][CH2:2][CH:3]1[O:7][N:6]=[C:5]([C:8]2[CH:9]=[CH:10][C:11]([C:14]3[CH:19]=[CH:18][C:17]([N:20]4[CH2:24][C@H:23]([CH2:25][N:26]5[CH:30]=[CH:29][N:28]=[N:27]5)[O:22][C:21]4=[O:31])=[CH:16][C:15]=3[F:32])=[CH:12][N:13]=2)[CH2:4]1)(=[O:48])[CH2:42][CH2:43][C:44]([O:46][CH3:47])=[O:45].